Dataset: Forward reaction prediction with 1.9M reactions from USPTO patents (1976-2016). Task: Predict the product of the given reaction. (1) The product is: [CH:30]1([CH2:33][NH:1][C:2]2[CH:7]=[C:6]([C:8]([F:10])([F:11])[F:9])[CH:5]=[CH:4][C:3]=2[C:12]2[N:17]=[CH:16][N:15]=[C:14]([NH:18][C:19]3[CH:27]=[CH:26][CH:25]=[C:24]4[C:20]=3[CH2:21][C:22]([CH3:29])([OH:28])[CH2:23]4)[CH:13]=2)[CH2:32][CH2:31]1. Given the reactants [NH2:1][C:2]1[CH:7]=[C:6]([C:8]([F:11])([F:10])[F:9])[CH:5]=[CH:4][C:3]=1[C:12]1[N:17]=[CH:16][N:15]=[C:14]([NH:18][C:19]2[CH:27]=[CH:26][CH:25]=[C:24]3[C:20]=2[CH2:21][C:22]([CH3:29])([OH:28])[CH2:23]3)[CH:13]=1.[CH:30]1([CH:33]=O)[CH2:32][CH2:31]1, predict the reaction product. (2) Given the reactants [F:1][C:2]1[C:3]([C:8]2[CH:13]=[CH:12][CH:11]=[CH:10][C:9]=2[NH:14][C:15](=[O:20])[C:16]([CH3:19])([CH3:18])[CH3:17])=[N:4][CH:5]=[CH:6][CH:7]=1.[Br:21]Br, predict the reaction product. The product is: [Br:21][C:12]1[CH:11]=[CH:10][C:9]([NH:14][C:15](=[O:20])[C:16]([CH3:17])([CH3:19])[CH3:18])=[C:8]([C:3]2[C:2]([F:1])=[CH:7][CH:6]=[CH:5][N:4]=2)[CH:13]=1.